This data is from Forward reaction prediction with 1.9M reactions from USPTO patents (1976-2016). The task is: Predict the product of the given reaction. (1) Given the reactants [Cl:1][C:2]1[CH:3]=[C:4]([C:9]2([C:22]([F:25])([F:24])[F:23])[O:13][N:12]=[C:11]([C:14]3[CH:15]=[CH:16][C:17]([CH3:21])=[C:18]([CH:20]=3)[NH2:19])[CH2:10]2)[CH:5]=[C:6]([Cl:8])[CH:7]=1.[C:26](O)(=[O:31])[CH2:27][CH:28]([CH3:30])[CH3:29].Cl.C(N(CC)CCCN=C=NCC)C.C(=O)([O-])O.[Na+], predict the reaction product. The product is: [Cl:1][C:2]1[CH:3]=[C:4]([C:9]2([C:22]([F:23])([F:25])[F:24])[O:13][N:12]=[C:11]([C:14]3[CH:15]=[CH:16][C:17]([CH3:21])=[C:18]([NH:19][C:26](=[O:31])[CH2:27][CH:28]([CH3:30])[CH3:29])[CH:20]=3)[CH2:10]2)[CH:5]=[C:6]([Cl:8])[CH:7]=1. (2) Given the reactants [N:1]1[C:8](Cl)=[N:7][C:5](Cl)=[N:4][C:2]=1Cl.[Cl-].[Al+3].[Cl-].[Cl-].Cl.[C:15]1([CH:22]=[CH:21][CH:20]=[C:18]([OH:19])[CH:17]=1)[OH:16].[CH3:23][C:24]1[CH:25]=[CH:26][CH:27]=[CH:28][C:29]=1[CH3:30], predict the reaction product. The product is: [OH:16][C:15]1[CH:17]=[C:18]([OH:19])[CH:20]=[CH:21][C:22]=1[C:2]1[N:4]=[C:5]([C:26]2[CH:27]=[CH:28][C:29]([CH3:30])=[C:24]([CH3:23])[CH:25]=2)[N:7]=[C:8]([C:26]2[CH:27]=[CH:28][C:29]([CH3:30])=[C:24]([CH3:23])[CH:25]=2)[N:1]=1. (3) Given the reactants [N+:1]([C:4]1[O:8][C:7]([C:9](Cl)=[O:10])=[CH:6][CH:5]=1)([O-:3])=[O:2].[NH:12]([C:14]1[S:15][C:16]2[CH:22]=[CH:21][CH:20]=[CH:19][C:17]=2[N:18]=1)[NH2:13], predict the reaction product. The product is: [S:15]1[C:16]2[CH:22]=[CH:21][CH:20]=[CH:19][C:17]=2[N:18]=[C:14]1[NH:12][NH:13][C:9]([C:7]1[O:8][C:4]([N+:1]([O-:3])=[O:2])=[CH:5][CH:6]=1)=[O:10]. (4) Given the reactants [O:1]1[C:3]2([CH2:8][CH2:7][N:6]([C:9]3[CH:14]=[CH:13][C:12]([N:15]4[CH2:19][C@H:18]([CH2:20][NH:21][C:22](=[O:24])[CH3:23])[O:17][C:16]4=[O:25])=[CH:11][C:10]=3[F:26])[CH2:5][CH2:4]2)[CH2:2]1.[NH:27]1[CH2:32][CH2:31][O:30][CH2:29][CH2:28]1, predict the reaction product. The product is: [O:30]1[CH2:31][CH2:32][N:27]([CH2:2][C:3]2([OH:1])[CH2:4][CH2:5][N:6]([C:9]3[CH:14]=[CH:13][C:12]([N:15]4[CH2:19][C@H:18]([CH2:20][NH:21][C:22](=[O:24])[CH3:23])[O:17][C:16]4=[O:25])=[CH:11][C:10]=3[F:26])[CH2:7][CH2:8]2)[CH2:28][CH2:29]1. (5) Given the reactants Br[CH:2]([CH2:7][CH2:8]Br)[C:3]([O:5][CH3:6])=[O:4].[NH2:10][CH:11]1[CH2:16][CH2:15][N:14]([C:17]([O:19][CH2:20][CH3:21])=[O:18])[CH2:13][CH2:12]1, predict the reaction product. The product is: [CH3:6][O:5][C:3]([CH:2]1[CH2:7][CH2:8][N:10]1[CH:11]1[CH2:12][CH2:13][N:14]([C:17]([O:19][CH2:20][CH3:21])=[O:18])[CH2:15][CH2:16]1)=[O:4]. (6) Given the reactants [Cl:1][C:2]1[CH:3]=[C:4]([C:12]2[O:16][N:15]=[C:14]([C:17]3[C:18]([F:33])=[CH:19][CH:20]=[C:21]4[C:25]=3[NH:24][CH:23]=[C:22]4[CH2:26][CH2:27][C:28]([O:30][CH2:31][CH3:32])=[O:29])[N:13]=2)[CH:5]=[N:6][C:7]=1[O:8][CH:9]([CH3:11])[CH3:10].[OH-].[K+].[CH3:36]I.[NH4+].[Cl-], predict the reaction product. The product is: [Cl:1][C:2]1[CH:3]=[C:4]([C:12]2[O:16][N:15]=[C:14]([C:17]3[C:18]([F:33])=[CH:19][CH:20]=[C:21]4[C:25]=3[N:24]([CH3:36])[CH:23]=[C:22]4[CH2:26][CH2:27][C:28]([O:30][CH2:31][CH3:32])=[O:29])[N:13]=2)[CH:5]=[N:6][C:7]=1[O:8][CH:9]([CH3:11])[CH3:10].